Dataset: Catalyst prediction with 721,799 reactions and 888 catalyst types from USPTO. Task: Predict which catalyst facilitates the given reaction. (1) Reactant: C([O:3][C:4](=[O:21])/[CH:5]=[CH:6]/[CH:7]=[CH:8]/[C:9]1[S:13][C:12]2[CH:14]=[CH:15][C:16]([N:18]([CH3:20])[CH3:19])=[CH:17][C:11]=2[CH:10]=1)C.NO.[OH-].[K+].CO.Cl. Product: [CH3:20][N:18]([CH3:19])[C:16]1[CH:15]=[CH:14][C:12]2[S:13][C:9](/[CH:8]=[CH:7]/[CH:6]=[CH:5]/[C:4]([OH:21])=[O:3])=[CH:10][C:11]=2[CH:17]=1. The catalyst class is: 20. (2) Reactant: Cl.Cl[CH2:3][C:4]1[C:16]2[C:7](=[C:8]3[C:13](=[C:14]([C:17]4[CH:22]=[CH:21][CH:20]=[CH:19][CH:18]=4)[CH:15]=2)[CH:12]=[N:11][CH:10]=[CH:9]3)[N:6]([C:23]2[CH:28]=[CH:27][C:26]([F:29])=[CH:25][CH:24]=2)[N:5]=1.[C:30]1(=[O:40])[NH:34][C:33](=[O:35])[C:32]2=[CH:36][CH:37]=[CH:38][CH:39]=[C:31]12.[K]. Product: [F:29][C:26]1[CH:27]=[CH:28][C:23]([N:6]2[C:7]3=[C:8]4[C:13](=[C:14]([C:17]5[CH:18]=[CH:19][CH:20]=[CH:21][CH:22]=5)[CH:15]=[C:16]3[C:4]([CH2:3][N:34]3[C:33](=[O:35])[C:32]5=[CH:36][CH:37]=[CH:38][CH:39]=[C:31]5[C:30]3=[O:40])=[N:5]2)[CH:12]=[N:11][CH:10]=[CH:9]4)=[CH:24][CH:25]=1. The catalyst class is: 3. (3) Reactant: FC(F)(F)C(O)=O.O.C(OC([N:16]1[CH2:19][CH2:18][C@H:17]1[CH2:20][O:21][C:22]1[CH:23]=[C:24]([C:28]2[CH:29]=[C:30]([CH2:34][C@@H:35]([OH:43])[CH2:36][C:37]3[CH:42]=[CH:41][CH:40]=[CH:39][CH:38]=3)[CH:31]=[CH:32][CH:33]=2)[CH:25]=[N:26][CH:27]=1)=O)(C)(C)C. Product: [NH:16]1[CH2:19][CH2:18][C@H:17]1[CH2:20][O:21][C:22]1[CH:23]=[C:24]([C:28]2[CH:29]=[C:30]([CH2:34][C@@H:35]([OH:43])[CH2:36][C:37]3[CH:42]=[CH:41][CH:40]=[CH:39][CH:38]=3)[CH:31]=[CH:32][CH:33]=2)[CH:25]=[N:26][CH:27]=1. The catalyst class is: 2. (4) Reactant: [CH3:1][C:2]1[CH:3]=[C:4]([CH:6]=[CH:7][C:8]=1[N:9]1[CH2:14][C@@H:13]2[CH2:15][C@H:10]1[CH2:11][N:12]2[CH3:16])[NH2:5].C(OC(N[C:25](=[N:31][C:32]([O:34][C:35]([CH3:38])([CH3:37])[CH3:36])=[O:33])[N:26]1C=CC=N1)=O)(C)(C)C.[OH2:39]. Product: [CH3:1][C:2]1[CH:3]=[C:4]([N:5]=[C:25]([NH2:26])[N:31]([C:32]([O:34][C:35]([CH3:36])([CH3:37])[CH3:38])=[O:33])[C:32]([O:34][C:35]([CH3:38])([CH3:37])[CH3:36])=[O:39])[CH:6]=[CH:7][C:8]=1[N:9]1[CH2:14][C@@H:13]2[CH2:15][C@H:10]1[CH2:11][N:12]2[CH3:16]. The catalyst class is: 3. (5) Reactant: [CH3:1][O:2][C:3]1[CH:12]=[C:11]2[C:6]([CH:7]=[C:8]([C:13]([OH:15])=O)[CH:9]=[N:10]2)=[CH:5][CH:4]=1.Cl.[CH3:17][NH:18][O:19][CH3:20].C(N(CC)CC)C.F[P-](F)(F)(F)(F)F.Br[P+](N1CCCC1)(N1CCCC1)N1CCCC1. Product: [CH3:20][O:19][N:18]([CH3:17])[C:13]([C:8]1[CH:9]=[N:10][C:11]2[C:6]([CH:7]=1)=[CH:5][CH:4]=[C:3]([O:2][CH3:1])[CH:12]=2)=[O:15]. The catalyst class is: 4.